Task: Predict the product of the given reaction.. Dataset: Forward reaction prediction with 1.9M reactions from USPTO patents (1976-2016) (1) Given the reactants C(OC([N:8]1[CH2:13][CH2:12][N:11]([C:14]2[CH:19]=[CH:18][CH:17]=[C:16]([C:20]3[N:24]([CH:25]([F:27])[F:26])[C:23]4[CH:28]=[CH:29][CH:30]=[CH:31][C:22]=4[N:21]=3)[CH:15]=2)[CH2:10][CH2:9]1)=O)(C)(C)C.Cl, predict the reaction product. The product is: [F:27][CH:25]([F:26])[N:24]1[C:23]2[CH:28]=[CH:29][CH:30]=[CH:31][C:22]=2[N:21]=[C:20]1[C:16]1[CH:17]=[CH:18][CH:19]=[C:14]([N:11]2[CH2:10][CH2:9][NH:8][CH2:13][CH2:12]2)[CH:15]=1. (2) Given the reactants [OH:1][C:2]([CH2:4][C:5]1[C:6](=[O:17])[CH2:7][C@@H:8]([O:10][CH:11]2[CH2:16][CH2:15][CH2:14][CH2:13][O:12]2)[CH:9]=1)=[O:3].[CH:18]1[C:27]2[C:22](=[CH:23][CH:24]=[CH:25][CH:26]=2)[CH:21]=[CH:20][C:19]=1O.C1(N=C=NC2CCCCC2)CCCCC1, predict the reaction product. The product is: [CH:26]1[C:27]2[C:22](=[CH:21][CH:20]=[CH:19][CH:18]=2)[CH:23]=[CH:24][C:25]=1[O:3][C:2]([CH2:4][C:5]1[C:6](=[O:17])[CH2:7][C@@H:8]([O:10][CH:11]2[CH2:16][CH2:15][CH2:14][CH2:13][O:12]2)[CH:9]=1)=[O:1]. (3) Given the reactants C=O.[C:3]([BH3-])#[N:4].[Na+].[Br:7][C:8]1[C:13](N)=[CH:12][C:11]([C:15]2[CH:20]=[CH:19][C:18]([Cl:21])=[CH:17][CH:16]=2)=[CH:10][N:9]=1.Cl.C(=O)([O-])[O-].[Na+].[Na+], predict the reaction product. The product is: [Br:7][C:8]1[C:13]([CH2:3][NH2:4])=[CH:12][C:11]([C:15]2[CH:20]=[CH:19][C:18]([Cl:21])=[CH:17][CH:16]=2)=[CH:10][N:9]=1. (4) Given the reactants [C:1]([O:5][C:6]([N:8]1[CH2:13][CH2:12][N:11]([C:14]2[CH:19]=[CH:18][CH:17]=[C:16]([C:20]3[C:28]4[C:23](=[CH:24][N:25]=[C:26](Br)[CH:27]=4)[N:22]([CH:30]4[CH2:35][CH2:34][CH2:33][CH2:32][O:31]4)[N:21]=3)[N:15]=2)[CH2:10][CH2:9]1)=[O:7])([CH3:4])([CH3:3])[CH3:2].[C:36]([O:42][CH2:43][CH3:44])(=[O:41])[CH2:37][C:38]([O-:40])=[O:39].C(=O)([O-])[O-].[Cs+].[Cs+].N1C=CC=[CH:53][C:52]=1C(O)=O, predict the reaction product. The product is: [C:1]([O:5][C:6]([N:8]1[CH2:13][CH2:12][N:11]([C:14]2[N:15]=[C:16]([C:20]3[C:28]4[C:23](=[CH:24][N:25]=[C:26]([CH:37]([C:38]([O:40][CH2:52][CH3:53])=[O:39])[C:36]([O:42][CH2:43][CH3:44])=[O:41])[CH:27]=4)[N:22]([CH:30]4[CH2:35][CH2:34][CH2:33][CH2:32][O:31]4)[N:21]=3)[CH:17]=[CH:18][CH:19]=2)[CH2:10][CH2:9]1)=[O:7])([CH3:4])([CH3:3])[CH3:2].